Dataset: Forward reaction prediction with 1.9M reactions from USPTO patents (1976-2016). Task: Predict the product of the given reaction. (1) Given the reactants [C:1]([O:5][C:6]([NH:8][C@H:9]([C:15]([OH:17])=O)[C:10]([CH3:14])([CH2:12][CH3:13])[CH3:11])=[O:7])([CH3:4])([CH3:3])[CH3:2].F[P-](F)(F)(F)(F)F.N1(O[P+](N2CCCC2)(N2CCCC2)N2CCCC2)[C:29]2C=CC=C[C:28]=2N=N1.C(N(C(C)C)CC)(C)C.N[C@@H](C(C)(C)C)C([N:64]([CH3:75])[CH:65]([CH:72]([CH3:74])[CH3:73])[CH:66]=[C:67]([CH3:71])[C:68]([O-:70])=[O:69])=O, predict the reaction product. The product is: [C:1]([O:5][C:6]([NH:8][C@H:9]([C:15]([N:64]([CH3:75])[C@@H:65]([CH:72]([CH3:73])[CH3:74])/[CH:66]=[C:67](\[CH3:71])/[C:68]([O:70][CH2:28][CH3:29])=[O:69])=[O:17])[C:10]([CH3:11])([CH2:12][CH3:13])[CH3:14])=[O:7])([CH3:2])([CH3:3])[CH3:4]. (2) Given the reactants [C:1]([O:5][C:6]([NH:8][CH2:9][CH2:10][CH2:11][CH2:12][CH2:13][C:14]([OH:16])=O)=[O:7])([CH3:4])([CH3:3])[CH3:2].CCN=C=NCCCN(C)C.Cl.C1C=CC2N(O)N=NC=2C=1.O.[NH2:40][CH2:41][CH2:42][CH2:43][CH2:44][CH2:45][C:46]([O:48][CH2:49][C:50]1[CH:55]=[CH:54][CH:53]=[CH:52][CH:51]=1)=[O:47].CCN(C(C)C)C(C)C, predict the reaction product. The product is: [C:1]([O:5][C:6]([NH:8][CH2:9][CH2:10][CH2:11][CH2:12][CH2:13][C:14]([NH:40][CH2:41][CH2:42][CH2:43][CH2:44][CH2:45][C:46]([O:48][CH2:49][C:50]1[CH:55]=[CH:54][CH:53]=[CH:52][CH:51]=1)=[O:47])=[O:16])=[O:7])([CH3:2])([CH3:3])[CH3:4]. (3) Given the reactants [CH3:1][O:2][CH2:3][C:4]1[CH:9]=[CH:8][N:7]=[C:6]([C:10]2[CH:15]=[CH:14][N:13]=[C:12]([NH:16][C:17]3[CH:18]=[C:19]4[C:23](=[CH:24][CH:25]=3)[NH:22][C:21]([C:26](O)=[O:27])=[CH:20]4)[N:11]=2)[CH:5]=1.F[B-](F)(F)F.N1(O[C:44](=[N+:48]([CH3:50])[CH3:49])N(C)C)C2C=CC=CC=2N=N1.[CH:51]([N:54](CC)[CH:55](C)C)(C)C, predict the reaction product. The product is: [CH3:1][O:2][CH2:3][C:4]1[CH:9]=[CH:8][N:7]=[C:6]([C:10]2[CH:15]=[CH:14][N:13]=[C:12]([NH:16][C:17]3[CH:18]=[C:19]4[C:23](=[CH:24][CH:25]=3)[NH:22][C:21]([C:26]([N:54]3[CH2:55][CH2:44][N:48]([CH3:49])[CH2:50][CH2:51]3)=[O:27])=[CH:20]4)[N:11]=2)[CH:5]=1. (4) Given the reactants Br[C:2]1[C:3]([OH:13])=[C:4]([CH:9]=[C:10]([Cl:12])[CH:11]=1)[C:5]([O:7][CH3:8])=[O:6].[CH:14]#[C:15][CH3:16], predict the reaction product. The product is: [Cl:12][C:10]1[CH:9]=[C:4]([C:5]([O:7][CH3:8])=[O:6])[C:3]2[O:13][C:15]([CH3:16])=[CH:14][C:2]=2[CH:11]=1.